Dataset: Reaction yield outcomes from USPTO patents with 853,638 reactions. Task: Predict the reaction yield, written as a fraction of the theoretical maximum amount of product (1.0 means a 100% yield; for example, 0.34 means a 34% yield). (1) The reactants are [S:1]1[CH2:5][C:4](=[O:6])[NH:3][C:2]1=[O:7].[CH:8]([C:10]1[CH:11]=[C:12]([CH:18]=[CH:19][CH:20]=1)[O:13][CH2:14][C:15]([OH:17])=[O:16])=O.C([O-])(=O)C.[Na+]. The catalyst is C(O)(=O)C. The product is [O:7]=[C:2]1[NH:3][C:4](=[O:6])[C:5](=[CH:8][C:10]2[CH:11]=[C:12]([CH:18]=[CH:19][CH:20]=2)[O:13][CH2:14][C:15]([OH:17])=[O:16])[S:1]1. The yield is 0.560. (2) The reactants are [CH2:1]([O:8][C:9]1[CH:14]=[CH:13][N:12]([C:15]2[CH:16]=[CH:17][C:18]3[C:19]4[CH2:28][NH:27][CH2:26][CH2:25][C:20]=4[N:21]([CH3:24])[C:22]=3[CH:23]=2)[C:11](=[O:29])[CH:10]=1)[C:2]1[CH:7]=[CH:6][CH:5]=[CH:4][CH:3]=1.Cl[CH2:31][C:32]([N:34]1[CH2:38][CH2:37][CH2:36][CH2:35]1)=[O:33].C([O-])([O-])=O.[K+].[K+]. The catalyst is CN(C=O)C. The product is [CH2:1]([O:8][C:9]1[CH:14]=[CH:13][N:12]([C:15]2[CH:16]=[CH:17][C:18]3[C:19]4[CH2:28][N:27]([CH2:31][C:32](=[O:33])[N:34]5[CH2:38][CH2:37][CH2:36][CH2:35]5)[CH2:26][CH2:25][C:20]=4[N:21]([CH3:24])[C:22]=3[CH:23]=2)[C:11](=[O:29])[CH:10]=1)[C:2]1[CH:3]=[CH:4][CH:5]=[CH:6][CH:7]=1. The yield is 0.270. (3) The reactants are [F:1][CH:2]([F:24])[O:3][C:4]1[CH:9]=[CH:8][C:7]([N:10]2[CH:15]=[CH:14][C:13](=[O:16])[C:12]([C:17](=O)/[CH:18]=[CH:19]/[N:20](C)C)=[N:11]2)=[CH:6][CH:5]=1.[O:25]1[C:30]2[CH:31]=[CH:32][C:33]([NH:35]N)=[CH:34][C:29]=2[O:28][CH2:27][CH2:26]1. No catalyst specified. The product is [F:1][CH:2]([F:24])[O:3][C:4]1[CH:9]=[CH:8][C:7]([N:10]2[CH:15]=[CH:14][C:13](=[O:16])[C:12]([C:17]3[N:35]([C:33]4[CH:32]=[CH:31][C:30]5[O:25][CH2:26][CH2:27][O:28][C:29]=5[CH:34]=4)[N:20]=[CH:19][CH:18]=3)=[N:11]2)=[CH:6][CH:5]=1. The yield is 0.330. (4) The reactants are [CH3:1][Si:2]([C:5]#[CH:6])([CH3:4])[CH3:3].O.Br[C:9]1[C:10]([NH2:17])=[N:11][C:12]([CH3:16])=[C:13]([Br:15])[N:14]=1.C(N(CC)CC)C. The catalyst is O1CCCC1.[Cu]I. The product is [Br:15][C:13]1[N:14]=[C:9]([C:6]#[C:5][Si:2]([CH3:4])([CH3:3])[CH3:1])[C:10]([NH2:17])=[N:11][C:12]=1[CH3:16]. The yield is 0.770. (5) The reactants are [CH3:1][O:2][CH2:3][CH2:4][O:5][C:6]1[CH:11]=[CH:10][N:9]2[C:12]([C:15]([OH:17])=O)=[CH:13][N:14]=[C:8]2[CH:7]=1.C(N(CC)CC)C.ClC1C=C(Cl)C=C(Cl)C=1C(Cl)=O.[NH2:37][C:38]1[CH:46]=[CH:45][CH:44]=[C:43]2[C:39]=1[CH:40]=[N:41][N:42]2[CH2:47][C:48]1[CH:49]=[C:50]([CH:55]=[CH:56][CH:57]=1)[C:51]([O:53][CH3:54])=[O:52]. The catalyst is CCOC(C)=O.CN1C(=O)CCC1. The product is [CH3:1][O:2][CH2:3][CH2:4][O:5][C:6]1[CH:11]=[CH:10][N:9]2[C:12]([C:15]([NH:37][C:38]3[CH:46]=[CH:45][CH:44]=[C:43]4[C:39]=3[CH:40]=[N:41][N:42]4[CH2:47][C:48]3[CH:49]=[C:50]([CH:55]=[CH:56][CH:57]=3)[C:51]([O:53][CH3:54])=[O:52])=[O:17])=[CH:13][N:14]=[C:8]2[CH:7]=1. The yield is 0.740.